Dataset: Reaction yield outcomes from USPTO patents with 853,638 reactions. Task: Predict the reaction yield, written as a fraction of the theoretical maximum amount of product (1.0 means a 100% yield; for example, 0.34 means a 34% yield). (1) The reactants are [CH3:1][O:2][N:3]([CH3:13])[C:4]([C:6]1[CH:11]=[CH:10][CH:9]=[C:8](F)[N:7]=1)=[O:5].[N:14]([Si](C)(C)C)=[N+:15]=[N-:16]. The catalyst is CN(C=O)C.ClCCl. The product is [CH3:1][O:2][N:3]([CH3:13])[C:4]([C:6]1[CH:11]=[CH:10][CH:9]=[C:8]([N:14]=[N+:15]=[N-:16])[N:7]=1)=[O:5]. The yield is 0.250. (2) The reactants are [CH2:1]([C:9]1[CH:15]=[CH:14][C:12](N)=[CH:11][CH:10]=1)[C:2]1[CH:8]=[CH:7][C:5]([NH2:6])=[CH:4][CH:3]=1.C(OC([O:26][C:27]([CH3:30])([CH3:29])[CH3:28])=O)([O:26][C:27]([CH3:30])([CH3:29])[CH3:28])=O.C([NH:39][C:40]1C=CC=CC=1)NC1C=CC=CC=1.C1C[O:49]CC1. The catalyst is CCOCC. The product is [C:27]([O:26][NH:39][C:40]([C:12]1[CH:14]=[CH:15][C:9]([CH2:1][C:2]2[CH:8]=[CH:7][C:5]([NH2:6])=[CH:4][CH:3]=2)=[CH:10][CH:11]=1)=[O:49])([CH3:28])([CH3:29])[CH3:30]. The yield is 0.460. (3) The product is [N+:30]([C:27]1[CH:28]=[CH:29][C:7]([C:1]2[CH:6]=[CH:5][CH:4]=[CH:3][CH:2]=2)=[N:25][CH:26]=1)([O-:32])=[O:31]. The yield is 0.660. The reactants are [C:1]1([CH3:7])[CH:6]=[CH:5][CH:4]=[CH:3][CH:2]=1.C(=O)([O-])[O-].[Na+].[Na+].C1(B(O)O)C=CC=CC=1.ClC1[CH:29]=[CH:28][C:27]([N+:30]([O-:32])=[O:31])=[CH:26][N:25]=1. The catalyst is C1(P(C2C=CC=CC=2)C2C=CC=CC=2)C=CC=CC=1.[Pd].[Pd].[Pd].[Pd].O. (4) The reactants are [N:1]1([C:7]([C:9]2[CH:10]=[C:11]([CH:15]=[CH:16][CH:17]=2)[C:12]([OH:14])=O)=[O:8])[CH2:6][CH2:5][O:4][CH2:3][CH2:2]1.[NH2:18][CH2:19][CH:20]([OH:32])[CH2:21][N:22]1[CH2:31][CH2:30][C:29]2[C:24](=[CH:25][CH:26]=[CH:27][CH:28]=2)[CH2:23]1.C1N(P(Cl)(N2C(=O)OCC2)=O)C(=O)OC1. The catalyst is CC#N. The product is [CH2:23]1[C:24]2[C:29](=[CH:28][CH:27]=[CH:26][CH:25]=2)[CH2:30][CH2:31][N:22]1[CH2:21][CH:20]([OH:32])[CH2:19][NH:18][C:12](=[O:14])[C:11]1[CH:15]=[CH:16][CH:17]=[C:9]([C:7]([N:1]2[CH2:2][CH2:3][O:4][CH2:5][CH2:6]2)=[O:8])[CH:10]=1. The yield is 0.0750. (5) The reactants are [N+:1]([C:4]1[CH:5]=[C:6]([CH:9]=[CH:10][CH:11]=1)[C:7]#[N:8])([O-:3])=[O:2].[N-:12]=[N+:13]=[N-:14].[Na+].Cl.N.Cl. The catalyst is CN(C=O)C.O. The product is [N+:1]([C:4]1[CH:5]=[C:6]([C:7]2[N:12]=[N:13][NH:14][N:8]=2)[CH:9]=[CH:10][CH:11]=1)([O-:3])=[O:2]. The yield is 0.970.